Dataset: Catalyst prediction with 721,799 reactions and 888 catalyst types from USPTO. Task: Predict which catalyst facilitates the given reaction. (1) Reactant: [CH3:1][O:2][CH2:3][CH2:4][N:5]1[CH2:10][CH2:9][N:8]([C:11]2[CH:17]=[CH:16][C:14]([NH2:15])=[CH:13][CH:12]=2)[CH2:7][CH2:6]1.[Br:18][C:19]1[N:20]=[C:21](Br)[C:22]2[N:23]([CH:25]=[CH:26][N:27]=2)[CH:24]=1.C(=O)([O-])[O-].[Cs+].[Cs+].CC1(C)C2C(=C(P(C3C=CC=CC=3)C3C=CC=CC=3)C=CC=2)OC2C(P(C3C=CC=CC=3)C3C=CC=CC=3)=CC=CC1=2. Product: [Br:18][C:19]1[N:20]=[C:21]([NH:15][C:14]2[CH:16]=[CH:17][C:11]([N:8]3[CH2:9][CH2:10][N:5]([CH2:4][CH2:3][O:2][CH3:1])[CH2:6][CH2:7]3)=[CH:12][CH:13]=2)[C:22]2[N:23]([CH:25]=[CH:26][N:27]=2)[CH:24]=1. The catalyst class is: 102. (2) Reactant: Br[C:2]1[S:3][CH:4]=[C:5]([Br:7])[N:6]=1.Cl.[CH3:9][O:10][C:11](=[O:17])[CH2:12][CH:13]1[CH2:16][NH:15][CH2:14]1.C(N(CC)C(C)C)(C)C. Product: [Br:7][C:5]1[N:6]=[C:2]([N:15]2[CH2:16][CH:13]([CH2:12][C:11]([O:10][CH3:9])=[O:17])[CH2:14]2)[S:3][CH:4]=1. The catalyst class is: 10.